The task is: Predict the reactants needed to synthesize the given product.. This data is from Full USPTO retrosynthesis dataset with 1.9M reactions from patents (1976-2016). (1) Given the product [Cl:1][C:2]1[CH:7]=[C:6]([C:8]#[C:9][C:17]2[CH:18]=[CH:19][C:11]([F:10])=[C:12]([CH:16]=2)[C:13]([NH2:15])=[O:14])[CH:5]=[N:4][CH:3]=1, predict the reactants needed to synthesize it. The reactants are: [Cl:1][C:2]1[CH:3]=[N:4][CH:5]=[C:6]([C:8]#[CH:9])[CH:7]=1.[F:10][C:11]1[CH:19]=[CH:18][C:17](I)=[CH:16][C:12]=1[C:13]([NH2:15])=[O:14].C(N(CC)CC)C. (2) Given the product [CH3:8][CH:7]([CH3:9])[CH2:6][CH:5]([C:10]1[CH:11]=[C:12]([C:33]2[CH:34]=[CH:35][C:36]([C:39]([F:42])([F:40])[F:41])=[CH:37][CH:38]=2)[CH:13]=[C:14]([CH:16]2[CH2:21][CH2:20][CH2:19][N:18]([CH2:22][C:23]3[CH:32]=[CH:31][C:30]4[C:25](=[CH:26][CH:27]=[CH:28][CH:29]=4)[CH:24]=3)[CH2:17]2)[CH:15]=1)[C:4]([OH:43])=[O:3], predict the reactants needed to synthesize it. The reactants are: C([O:3][C:4](=[O:43])[CH:5]([C:10]1[CH:11]=[C:12]([C:33]2[CH:38]=[CH:37][C:36]([C:39]([F:42])([F:41])[F:40])=[CH:35][CH:34]=2)[CH:13]=[C:14]([CH:16]2[CH2:21][CH2:20][CH2:19][N:18]([CH2:22][C:23]3[CH:32]=[CH:31][C:30]4[C:25](=[CH:26][CH:27]=[CH:28][CH:29]=4)[CH:24]=3)[CH2:17]2)[CH:15]=1)[CH2:6][CH:7]([CH3:9])[CH3:8])C.[OH-].[K+].